From a dataset of Catalyst prediction with 721,799 reactions and 888 catalyst types from USPTO. Predict which catalyst facilitates the given reaction. (1) Reactant: [N:1]1([C@:4]23[CH2:40][CH2:39][C@@H:38]([C:41]([CH3:43])=[CH2:42])[C@@H:5]2[C@@H:6]2[C@@:19]([CH3:22])([CH2:20][CH2:21]3)[C@@:18]3([CH3:23])[C@@H:9]([C@:10]4([CH3:37])[C@@H:15]([CH2:16][CH2:17]3)[C:14]([CH3:25])([CH3:24])[C:13]([C:26]3[CH2:31][CH2:30][CH:29]([C:32]([O:34][CH2:35][CH3:36])=[O:33])[CH2:28][CH:27]=3)=[CH:12][CH2:11]4)[CH2:8][CH2:7]2)[CH2:3][CH2:2]1.C([N:47]([CH2:51][CH3:52])[CH:48]([CH3:50])[CH3:49])(C)C.C1C[O:56]CC1. Product: [CH:52]12[CH2:49][CH:48]([N:47]([CH2:2][CH2:3][NH:1][C@:4]34[CH2:40][CH2:39][C@@H:38]([C:41]([CH3:43])=[CH2:42])[C@@H:5]3[C@@H:6]3[C@@:19]([CH3:22])([CH2:20][CH2:21]4)[C@@:18]4([CH3:23])[C@@H:9]([C@:10]5([CH3:37])[C@@H:15]([CH2:16][CH2:17]4)[C:14]([CH3:25])([CH3:24])[C:13]([C:26]4[CH2:31][CH2:30][CH:29]([C:32]([O:34][CH2:35][CH3:36])=[O:33])[CH2:28][CH:27]=4)=[CH:12][CH2:11]5)[CH2:8][CH2:7]3)[CH2:51]1)[CH2:50][O:56]2. The catalyst class is: 71. (2) Reactant: [S:1]([C:4]1[CH:9]=[C:8]([C:10]2[CH:15]=[CH:14][CH:13]=[CH:12][CH:11]=2)[C:7]([OH:16])=[CH:6][CH:5]=1)C#N.O.O.O.O.O.O.O.O.O.[S-2].[Na+].[Na+].Cl. Product: [SH:1][C:4]1[CH:9]=[C:8]([C:10]2[CH:15]=[CH:14][CH:13]=[CH:12][CH:11]=2)[C:7]([OH:16])=[CH:6][CH:5]=1. The catalyst class is: 8.